This data is from Reaction yield outcomes from USPTO patents with 853,638 reactions. The task is: Predict the reaction yield, written as a fraction of the theoretical maximum amount of product (1.0 means a 100% yield; for example, 0.34 means a 34% yield). (1) The reactants are [CH:1]([N:4]1[C:8]([C:9]2[S:10][C:11]3[CH2:12][CH2:13][O:14][C:15]4[CH:22]=[CH:21][C:20]([C:23]5[C:24](=[O:33])[N:25]([CH2:29][C:30](O)=[O:31])[CH:26]=[CH:27][CH:28]=5)=[CH:19][C:16]=4[C:17]=3[N:18]=2)=[N:7][CH:6]=[N:5]1)([CH3:3])[CH3:2].C([N:37](C(C)C)CC)(C)C.[Cl-].[NH4+].CN(C(ON1N=NC2C=CC=NC1=2)=[N+](C)C)C.F[P-](F)(F)(F)(F)F. The catalyst is C1COCC1.CCOC(C)=O. The product is [CH:1]([N:4]1[C:8]([C:9]2[S:10][C:11]3[CH2:12][CH2:13][O:14][C:15]4[CH:22]=[CH:21][C:20]([C:23]5[C:24](=[O:33])[N:25]([CH2:29][C:30]([NH2:37])=[O:31])[CH:26]=[CH:27][CH:28]=5)=[CH:19][C:16]=4[C:17]=3[N:18]=2)=[N:7][CH:6]=[N:5]1)([CH3:2])[CH3:3]. The yield is 0.680. (2) The reactants are [CH3:1][C:2]([N:6]1[CH2:11][CH2:10][N:9]([CH3:12])[CH2:8][CH2:7]1)([CH3:5])[CH:3]=O.N1CCCC1.[Si](Cl)(C)(C)C.[NH2:23][C:24]1[N:29]=[CH:28][N:27]=[C:26]2[N:30]([CH2:47][C@@H:48]3[CH2:52][CH2:51][CH2:50][N:49]3[C:53](=[O:57])[CH2:54][C:55]#[N:56])[N:31]=[C:32]([C:33]3[CH:38]=[CH:37][C:36]([O:39][C:40]4[CH:45]=[CH:44][CH:43]=[CH:42][CH:41]=4)=[CH:35][C:34]=3[F:46])[C:25]=12. The catalyst is CC#N.C(Cl)Cl.O. The product is [NH2:23][C:24]1[N:29]=[CH:28][N:27]=[C:26]2[N:30]([CH2:47][C@@H:48]3[CH2:52][CH2:51][CH2:50][N:49]3[C:53]([C:54](=[CH:3][C:2]([CH3:5])([N:6]3[CH2:11][CH2:10][N:9]([CH3:12])[CH2:8][CH2:7]3)[CH3:1])[C:55]#[N:56])=[O:57])[N:31]=[C:32]([C:33]3[CH:38]=[CH:37][C:36]([O:39][C:40]4[CH:41]=[CH:42][CH:43]=[CH:44][CH:45]=4)=[CH:35][C:34]=3[F:46])[C:25]=12. The yield is 0.0200. (3) The reactants are C([O:4][C@H:5]1[C@@H:10]([O:11]C(=O)C)[C@H:9]([O:15]C(=O)C)[C@@H:8]([CH2:19][O:20]C(=O)C)[O:7][C@@H:6]1[O:24][C:25]1[CH:30]=[CH:29][C:28]([N:31]2[C:35]3=[N:36][CH:37]=[C:38]([C:40]#[N:41])[CH:39]=[C:34]3[CH:33]=[CH:32]2)=[CH:27][C:26]=1[Cl:42])(=O)C. The catalyst is CO. The product is [Cl:42][C:26]1[CH:27]=[C:28]([N:31]2[C:35]3=[N:36][CH:37]=[C:38]([C:40]#[N:41])[CH:39]=[C:34]3[CH:33]=[CH:32]2)[CH:29]=[CH:30][C:25]=1[O:24][C@H:6]1[O:7][C@H:8]([CH2:19][OH:20])[C@@H:9]([OH:15])[C@H:10]([OH:11])[C@@H:5]1[OH:4]. The yield is 0.910. (4) The reactants are [CH3:1][C:2]1([CH3:26])[O:6][C@@H:5]([C@H:7](OS(C)(=O)=O)[C@@H:8]2[C@H:12]([CH2:13]OS(C)(=O)=O)[O:11][C:10]([CH3:20])([CH3:19])[O:9]2)[CH2:4][O:3]1.[S-2:27].[Na+].[Na+]. The catalyst is CN(C)C=O. The product is [CH3:1][C:2]1([CH3:26])[O:6][C@@H:5]([C@@H:7]2[C@@H:8]3[C@@H:12]([O:11][C:10]([CH3:20])([CH3:19])[O:9]3)[CH2:13][S:27]2)[CH2:4][O:3]1. The yield is 0.940. (5) The reactants are [OH:1][C:2]1[CH:7]=[CH:6][C:5]([CH:8]=[CH:9][C:10](=[O:20])[CH:11]=[CH:12][C:13]2[CH:18]=[CH:17][C:16]([OH:19])=[CH:15][CH:14]=2)=[CH:4][CH:3]=1.[C:21](OC(=O)C)(=[O:23])[CH3:22].N1[CH:33]=[CH:32]C=CC=1.[OH2:34]. No catalyst specified. The product is [C:21]([O:1][C:2]1[CH:7]=[CH:6][C:5]([CH:8]=[CH:9][C:10](=[O:20])[CH:11]=[CH:12][C:13]2[CH:14]=[CH:15][C:16]([O:19][C:32](=[O:34])[CH3:33])=[CH:17][CH:18]=2)=[CH:4][CH:3]=1)(=[O:23])[CH3:22]. The yield is 0.820.